This data is from Full USPTO retrosynthesis dataset with 1.9M reactions from patents (1976-2016). The task is: Predict the reactants needed to synthesize the given product. (1) Given the product [F:20][C:21]1[CH:27]=[CH:26][CH:25]=[CH:24][C:22]=1[NH:23][C:2]1[C:11]2[C:6](=[CH:7][CH:8]=[C:9]([O:12][CH3:13])[CH:10]=2)[N:5]=[C:4]([C:14]2[CH:15]=[N:16][CH:17]=[CH:18][CH:19]=2)[N:3]=1, predict the reactants needed to synthesize it. The reactants are: Cl[C:2]1[C:11]2[C:6](=[CH:7][CH:8]=[C:9]([O:12][CH3:13])[CH:10]=2)[N:5]=[C:4]([C:14]2[CH:15]=[N:16][CH:17]=[CH:18][CH:19]=2)[N:3]=1.[F:20][C:21]1[CH:27]=[CH:26][CH:25]=[CH:24][C:22]=1[NH2:23]. (2) Given the product [CH2:1]1[CH2:10][O:9][CH2:6][CH2:7]1.[O:2]1[CH2:7][CH2:6][CH2:5][CH2:1]1, predict the reactants needed to synthesize it. The reactants are: [CH3:1][OH:2].CO.[CH3:5][C:6]([O:9][CH:10](N(C)C)N(C)C)(C)[CH3:7]. (3) The reactants are: [N+:1]([C:4]1[CH:5]=[C:6]([CH:9]=[CH:10][CH:11]=1)[CH2:7][Cl:8])([O-:3])=[O:2].C(N(CC)CC)C.[CH3:19][NH:20][CH2:21][CH2:22][OH:23]. Given the product [ClH:8].[N+:1]([C:4]1[CH:5]=[C:6]([CH:9]=[CH:10][CH:11]=1)[CH2:7][N:20]([CH3:19])[CH2:21][CH2:22][OH:23])([O-:3])=[O:2], predict the reactants needed to synthesize it. (4) The reactants are: Br[C:2]1[CH:3]=[C:4]([CH2:8][CH2:9][C:10]([NH:12][CH:13]2[CH2:15][CH2:14]2)=[O:11])[CH:5]=[CH:6][CH:7]=1.[CH3:16][C:17]1([CH3:33])[C:21]([CH3:23])([CH3:22])[O:20][B:19]([B:19]2[O:20][C:21]([CH3:23])([CH3:22])[C:17]([CH3:33])([CH3:16])[O:18]2)[O:18]1.CC([O-])=O.[K+]. Given the product [CH:13]1([NH:12][C:10](=[O:11])[CH2:9][CH2:8][C:4]2[CH:5]=[CH:6][CH:7]=[C:2]([B:19]3[O:20][C:21]([CH3:23])([CH3:22])[C:17]([CH3:33])([CH3:16])[O:18]3)[CH:3]=2)[CH2:15][CH2:14]1, predict the reactants needed to synthesize it. (5) Given the product [Cl:1][C:2]1[N:7]=[CH:6][C:5]([S:8]([NH:12][CH:13]2[CH2:14][CH2:15][N:16]([C:19]([O:21][C:22]([CH3:25])([CH3:24])[CH3:23])=[O:20])[CH2:17][CH2:18]2)(=[O:10])=[O:9])=[CH:4][CH:3]=1, predict the reactants needed to synthesize it. The reactants are: [Cl:1][C:2]1[N:7]=[CH:6][C:5]([S:8](Cl)(=[O:10])=[O:9])=[CH:4][CH:3]=1.[NH2:12][CH:13]1[CH2:18][CH2:17][N:16]([C:19]([O:21][C:22]([CH3:25])([CH3:24])[CH3:23])=[O:20])[CH2:15][CH2:14]1.C(N(CC)CC)C. (6) Given the product [F:9][C:10]1[CH:11]=[CH:12][C:13]([C:16]2[C:25]3[C:20](=[CH:21][C:22]([CH2:27][OH:28])=[C:23]([CH3:26])[CH:24]=3)[O:19][C:18](=[O:30])[CH:17]=2)=[CH:14][CH:15]=1, predict the reactants needed to synthesize it. The reactants are: ClC(OCC(C)C)=O.[F:9][C:10]1[CH:15]=[CH:14][C:13]([C:16]2[C:25]3[C:20](=[CH:21][C:22]([C:27](O)=[O:28])=[C:23]([CH3:26])[CH:24]=3)[O:19][C:18](=[O:30])[CH:17]=2)=[CH:12][CH:11]=1.CCN(CC)CC.[BH4-].[Na+].